Dataset: Reaction yield outcomes from USPTO patents with 853,638 reactions. Task: Predict the reaction yield, written as a fraction of the theoretical maximum amount of product (1.0 means a 100% yield; for example, 0.34 means a 34% yield). (1) The product is [NH2:1][C:2]1[N:3]([CH3:24])[C:4](=[O:23])[C:5]2([C:15]3[C:10](=[CH:11][CH:12]=[C:13]([C:29]4[CH:30]=[CH:31][C:26]([F:25])=[C:27]([CH:28]=4)[C:35]([NH:36][CH2:37][CH2:38][OH:39])=[O:40])[CH:14]=3)[O:9][CH:8]([C:17]3[CH:22]=[CH:21][CH:20]=[CH:19][CH:18]=3)[CH2:7]2)[N:6]=1. The catalyst is O1CCOCC1.C([O-])([O-])=O.[Cs+].[Cs+].Cl[Pd](Cl)([P](C1C=CC=CC=1)(C1C=CC=CC=1)C1C=CC=CC=1)[P](C1C=CC=CC=1)(C1C=CC=CC=1)C1C=CC=CC=1. The reactants are [NH2:1][C:2]1[N:3]([CH3:24])[C:4](=[O:23])[C:5]2([C:15]3[C:10](=[CH:11][CH:12]=[C:13](Br)[CH:14]=3)[O:9][CH:8]([C:17]3[CH:22]=[CH:21][CH:20]=[CH:19][CH:18]=3)[CH2:7]2)[N:6]=1.[F:25][C:26]1[CH:31]=[CH:30][C:29](B(O)O)=[CH:28][C:27]=1[C:35](=[O:40])[NH:36][CH2:37][CH2:38][OH:39]. The yield is 0.120. (2) The reactants are [CH3:1][O:2][C:3]1[CH:8]=[CH:7][C:6]([C:9]([C:27]2[CH:32]=[CH:31][C:30]([O:33][CH3:34])=[CH:29][CH:28]=2)([C:21]2[CH:26]=[CH:25][CH:24]=[CH:23][CH:22]=2)[O:10][CH2:11][C:12]2[CH:13]=[C:14]([CH2:19][OH:20])[CH:15]=[C:16](Br)[CH:17]=2)=[CH:5][CH:4]=1.C(O[C:36]1[CH:41]=[C:40](B(O)O)[CH:39]=[CH:38][CH:37]=1)[C:36]1[CH:41]=[CH:40][CH:39]=[CH:38][CH:37]=1.C([O-])([O-])=O.[Na+].[Na+]. The catalyst is O1CCOCC1.C1C=CC([P]([Pd]([P](C2C=CC=CC=2)(C2C=CC=CC=2)C2C=CC=CC=2)([P](C2C=CC=CC=2)(C2C=CC=CC=2)C2C=CC=CC=2)[P](C2C=CC=CC=2)(C2C=CC=CC=2)C2C=CC=CC=2)(C2C=CC=CC=2)C2C=CC=CC=2)=CC=1. The product is [CH3:1][O:2][C:3]1[CH:8]=[CH:7][C:6]([C:9]([C:27]2[CH:32]=[CH:31][C:30]([O:33][CH3:34])=[CH:29][CH:28]=2)([C:21]2[CH:26]=[CH:25][CH:24]=[CH:23][CH:22]=2)[O:10][CH2:11][C:12]2[CH:13]=[C:14]([CH2:19][OH:20])[CH:15]=[C:16]([C:36]3[CH:41]=[CH:40][CH:39]=[CH:38][CH:37]=3)[CH:17]=2)=[CH:5][CH:4]=1. The yield is 0.760. (3) The reactants are Cl[C:2]1[C:7]([N+:8]([O-:10])=[O:9])=[CH:6][CH:5]=[C:4]([Cl:11])[N:3]=1.CCN(C(C)C)C(C)C.[CH:21]([O:24][C:25]1[NH:29][N:28]=[C:27]([NH2:30])[CH:26]=1)([CH3:23])[CH3:22]. The yield is 0.590. The product is [Cl:11][C:4]1[N:3]=[C:2]([NH:30][C:27]2[CH:26]=[C:25]([O:24][CH:21]([CH3:23])[CH3:22])[NH:29][N:28]=2)[C:7]([N+:8]([O-:10])=[O:9])=[CH:6][CH:5]=1. The catalyst is C1COCC1. (4) The reactants are [NH2:1][C:2]1[N:10]=[CH:9][C:8]([Br:11])=[CH:7][C:3]=1[C:4](O)=[O:5].[CH3:12][NH:13][O:14][CH3:15].C1CN([P+](ON2N=NC3C=CC=CC2=3)(N2CCCC2)N2CCCC2)CC1.F[P-](F)(F)(F)(F)F. The catalyst is CN1CCOCC1.ClCCl. The product is [NH2:1][C:2]1[N:10]=[CH:9][C:8]([Br:11])=[CH:7][C:3]=1[C:4]([N:13]([O:14][CH3:15])[CH3:12])=[O:5]. The yield is 0.630. (5) The reactants are [Cl:1][C:2]1[S:6][C:5]([S:7](Cl)(=[O:9])=[O:8])=[CH:4][CH:3]=1.[NH2:11][C@@H:12]([CH:15]1[CH2:23][C:22]2[C:17](=[CH:18][CH:19]=[CH:20][CH:21]=2)[CH2:16]1)[CH2:13][OH:14].C(N(CC)CC)C.CCOC(C)=O.CCCCCC. The catalyst is C(Cl)Cl. The product is [Cl:1][C:2]1[S:6][C:5]([S:7]([NH:11][C@@H:12]([CH:15]2[CH2:23][C:22]3[C:17](=[CH:18][CH:19]=[CH:20][CH:21]=3)[CH2:16]2)[CH2:13][OH:14])(=[O:9])=[O:8])=[CH:4][CH:3]=1. The yield is 0.384. (6) The reactants are [CH3:1][O:2][CH2:3][CH2:4][O:5][C:6]1[CH:7]=[C:8]2[C:12](=[C:13]([N:15]([CH3:25])[S:16]([C:19]3[CH:24]=[CH:23][CH:22]=[CH:21][N:20]=3)(=[O:18])=[O:17])[CH:14]=1)[NH:11][C:10]([C:26](O)=[O:27])=[CH:9]2.N1(O)C2C=CC=CC=2N=N1.[CH2:39]([S:46][C:47]([CH3:55])([CH:50]([O:53][CH3:54])[O:51][CH3:52])[CH2:48][NH2:49])[C:40]1[CH:45]=[CH:44][CH:43]=[CH:42][CH:41]=1.Cl.CN(C)CCCN=C=NCC. The catalyst is CN(C)C=O. The product is [CH2:39]([S:46][C:47]([CH3:55])([CH:50]([O:51][CH3:52])[O:53][CH3:54])[CH2:48][NH:49][C:26]([C:10]1[NH:11][C:12]2[C:8]([CH:9]=1)=[CH:7][C:6]([O:5][CH2:4][CH2:3][O:2][CH3:1])=[CH:14][C:13]=2[N:15]([CH3:25])[S:16]([C:19]1[CH:24]=[CH:23][CH:22]=[CH:21][N:20]=1)(=[O:18])=[O:17])=[O:27])[C:40]1[CH:45]=[CH:44][CH:43]=[CH:42][CH:41]=1. The yield is 0.760.